This data is from NCI-60 drug combinations with 297,098 pairs across 59 cell lines. The task is: Regression. Given two drug SMILES strings and cell line genomic features, predict the synergy score measuring deviation from expected non-interaction effect. (1) Drug 1: C1CCC(C1)C(CC#N)N2C=C(C=N2)C3=C4C=CNC4=NC=N3. Drug 2: C1CC(=O)NC(=O)C1N2CC3=C(C2=O)C=CC=C3N. Cell line: HCC-2998. Synergy scores: CSS=-5.55, Synergy_ZIP=4.66, Synergy_Bliss=-3.28, Synergy_Loewe=-6.96, Synergy_HSA=-8.24. (2) Drug 1: C1=CC=C(C=C1)NC(=O)CCCCCCC(=O)NO. Drug 2: C1CC(=O)NC(=O)C1N2C(=O)C3=CC=CC=C3C2=O. Cell line: A498. Synergy scores: CSS=1.19, Synergy_ZIP=-2.73, Synergy_Bliss=-2.12, Synergy_Loewe=-2.25, Synergy_HSA=-2.17. (3) Drug 1: CC12CCC3C(C1CCC2=O)CC(=C)C4=CC(=O)C=CC34C. Drug 2: CCC(=C(C1=CC=CC=C1)C2=CC=C(C=C2)OCCN(C)C)C3=CC=CC=C3.C(C(=O)O)C(CC(=O)O)(C(=O)O)O. Cell line: T-47D. Synergy scores: CSS=30.6, Synergy_ZIP=-6.47, Synergy_Bliss=1.83, Synergy_Loewe=2.40, Synergy_HSA=2.62. (4) Drug 1: C1=C(C(=O)NC(=O)N1)F. Drug 2: CC1CCC2CC(C(=CC=CC=CC(CC(C(=O)C(C(C(=CC(C(=O)CC(OC(=O)C3CCCCN3C(=O)C(=O)C1(O2)O)C(C)CC4CCC(C(C4)OC)OCCO)C)C)O)OC)C)C)C)OC. Cell line: BT-549. Synergy scores: CSS=44.4, Synergy_ZIP=-3.89, Synergy_Bliss=-5.09, Synergy_Loewe=5.12, Synergy_HSA=5.79. (5) Drug 1: CN(CCCl)CCCl.Cl. Drug 2: CC(C)CN1C=NC2=C1C3=CC=CC=C3N=C2N. Cell line: SR. Synergy scores: CSS=63.9, Synergy_ZIP=5.19, Synergy_Bliss=5.38, Synergy_Loewe=3.11, Synergy_HSA=5.63. (6) Drug 1: CC1OCC2C(O1)C(C(C(O2)OC3C4COC(=O)C4C(C5=CC6=C(C=C35)OCO6)C7=CC(=C(C(=C7)OC)O)OC)O)O. Drug 2: CC1=C(C(=O)C2=C(C1=O)N3CC4C(C3(C2COC(=O)N)OC)N4)N. Cell line: MOLT-4. Synergy scores: CSS=90.0, Synergy_ZIP=4.42, Synergy_Bliss=4.14, Synergy_Loewe=1.58, Synergy_HSA=6.03. (7) Drug 1: CC1=C(C(CCC1)(C)C)C=CC(=CC=CC(=CC(=O)O)C)C. Drug 2: C1=NC2=C(N1)C(=S)N=CN2. Cell line: MALME-3M. Synergy scores: CSS=21.6, Synergy_ZIP=-11.8, Synergy_Bliss=-6.36, Synergy_Loewe=-1.14, Synergy_HSA=-0.389. (8) Drug 1: C1=CC(=CC=C1CCC2=CNC3=C2C(=O)NC(=N3)N)C(=O)NC(CCC(=O)O)C(=O)O. Drug 2: CC(C)NC(=O)C1=CC=C(C=C1)CNNC.Cl. Cell line: U251. Synergy scores: CSS=18.8, Synergy_ZIP=-1.36, Synergy_Bliss=-4.12, Synergy_Loewe=-33.7, Synergy_HSA=-4.52.